From a dataset of Forward reaction prediction with 1.9M reactions from USPTO patents (1976-2016). Predict the product of the given reaction. The product is: [CH:37]1[C:38]2[CH:26]([CH2:25][O:24][C:23]([NH:1][CH2:2][CH2:3][CH2:4][C@@H:5]([NH:9][C:10]([O:12][C:13]([CH3:16])([CH3:15])[CH3:14])=[O:11])[C:6]([OH:8])=[O:7])=[O:39])[C:27]3[C:32](=[CH:31][CH:30]=[CH:29][CH:28]=3)[C:33]=2[CH:34]=[CH:35][CH:36]=1. Given the reactants [NH2:1][CH2:2][CH2:3][CH2:4][C@@H:5]([NH:9][C:10]([O:12][C:13]([CH3:16])([CH3:15])[CH3:14])=[O:11])[C:6]([OH:8])=[O:7].O.C(=O)(O)[O-].[Na+].[C:23](=O)([O:39]N1C(=O)CCC1=O)[O:24][CH2:25][CH:26]1[C:38]2[CH:37]=[CH:36][CH:35]=[CH:34][C:33]=2[C:32]2[C:27]1=[CH:28][CH:29]=[CH:30][CH:31]=2, predict the reaction product.